Predict the reactants needed to synthesize the given product. From a dataset of Retrosynthesis with 50K atom-mapped reactions and 10 reaction types from USPTO. (1) Given the product CC(=O)c1ccc(N)cc1Br, predict the reactants needed to synthesize it. The reactants are: CC(=O)c1ccc(F)cc1Br.[NH4+]. (2) The reactants are: COC(=O)[C@H](C(C)C)N1Cc2ccc(-c3ccc(NC(=O)c4ccccc4)cc3)cc2C1=O.O=C(Cl)c1ccccc1C(F)(F)F. Given the product COC(=O)[C@H](C(C)C)N1Cc2ccc(-c3ccc(NC(=O)c4ccccc4C(F)(F)F)cc3)cc2C1=O, predict the reactants needed to synthesize it. (3) Given the product Cc1c(C(=O)c2cnn(C)c2OCc2ccccc2)ccc(S(C)(=O)=O)c1C1=NOCC1, predict the reactants needed to synthesize it. The reactants are: BrCc1ccccc1.Cc1c(C(=O)c2cnn(C)c2O)ccc(S(C)(=O)=O)c1C1=NOCC1. (4) Given the product NC(=O)CC1CC1, predict the reactants needed to synthesize it. The reactants are: O=[N+]([O-])c1ccn[nH]1. (5) Given the product CCOC(=O)c1[nH]c2ccccc2c1NC(=S)Nc1cccc2ccccc12, predict the reactants needed to synthesize it. The reactants are: CCOC(=O)c1[nH]c2ccccc2c1N.S=C=Nc1cccc2ccccc12. (6) Given the product Nc1ncc(Br)cc1-c1ccc(F)cc1F, predict the reactants needed to synthesize it. The reactants are: Nc1ncc(Br)cc1Br.OB(O)c1ccc(F)cc1F. (7) Given the product CN1CCN(c2ccccc2-c2cc3ccc(N4CCCC(O)C4)cc3c(=O)[nH]2)CC1, predict the reactants needed to synthesize it. The reactants are: CI.O=c1[nH]c(-c2ccccc2N2CCNCC2)cc2ccc(N3CCCC(O)C3)cc12. (8) Given the product O=Cc1cc(Br)cnc1Cl, predict the reactants needed to synthesize it. The reactants are: OCc1cc(Br)cnc1Cl. (9) Given the product CNC(=O)c1c(-c2ccc(C)cc2)oc2nc(N(CCCC=O)S(C)(=O)=O)c(I)cc12, predict the reactants needed to synthesize it. The reactants are: CNC(=O)c1c(-c2ccc(C)cc2)oc2nc(N(CCCCO)S(C)(=O)=O)c(I)cc12.